This data is from Forward reaction prediction with 1.9M reactions from USPTO patents (1976-2016). The task is: Predict the product of the given reaction. (1) Given the reactants CC([O-])(C)C.[K+].[CH3:7][N:8]1[C:16]2[C:11](=[CH:12][CH:13]=[CH:14][CH:15]=2)[C:10]([CH3:17])=[CH:9]1.[SiH2:18]([CH2:21][CH3:22])[CH2:19][CH3:20], predict the reaction product. The product is: [CH2:19]([SiH:18]([CH2:21][CH3:22])[C:9]1[N:8]([CH3:7])[C:16]2[C:11]([C:10]=1[CH3:17])=[CH:12][CH:13]=[CH:14][CH:15]=2)[CH3:20]. (2) Given the reactants [Cl:1][C:2]1[CH:3]=[C:4]([NH:9][C:10]2[C:19]3[C:14](=[CH:15][C:16]([O:32][CH3:33])=[C:17]([O:20][CH2:21][CH2:22][CH2:23][N:24]4[CH2:28][CH2:27][CH:26]5[CH2:29][NH:30][CH2:31][CH:25]45)[CH:18]=3)[N:13]=[CH:12][N:11]=2)[CH:5]=[CH:6][C:7]=1[F:8].CCN(CC)CC.[C:41](Cl)(=[O:43])[CH3:42], predict the reaction product. The product is: [Cl:1][C:2]1[CH:3]=[C:4]([NH:9][C:10]2[C:19]3[C:14](=[CH:15][C:16]([O:32][CH3:33])=[C:17]([O:20][CH2:21][CH2:22][CH2:23][N:24]4[CH2:28][CH2:27][CH:26]5[CH2:29][N:30]([C:41](=[O:43])[CH3:42])[CH2:31][CH:25]45)[CH:18]=3)[N:13]=[CH:12][N:11]=2)[CH:5]=[CH:6][C:7]=1[F:8]. (3) Given the reactants C[O:2][C:3](=O)[C:4]1[CH:9]=[C:8]([O:10][CH2:11][CH2:12][CH2:13][O:14][CH3:15])[CH:7]=[C:6]([O:16][CH3:17])[CH:5]=1.[H-].[H-].[H-].[H-].[Li+].[Al+3].O, predict the reaction product. The product is: [CH3:17][O:16][C:6]1[CH:5]=[C:4]([CH2:3][OH:2])[CH:9]=[C:8]([O:10][CH2:11][CH2:12][CH2:13][O:14][CH3:15])[CH:7]=1. (4) Given the reactants [CH2:1]([O:8][C:9]1[CH:17]=[CH:16][CH:15]=[C:14]2[C:10]=1[CH2:11][CH2:12][CH:13]2[C:18]([OH:20])=O)[C:2]1[CH:7]=[CH:6][CH:5]=[CH:4][CH:3]=1.[CH3:21][O:22][C:23]1[CH:29]=[C:28]([O:30][CH3:31])[CH:27]=[CH:26][C:24]=1[NH2:25], predict the reaction product. The product is: [CH2:1]([O:8][C:9]1[CH:17]=[CH:16][CH:15]=[C:14]2[C:10]=1[CH2:11][CH2:12][CH:13]2[C:18]([NH:25][C:24]1[CH:26]=[CH:27][C:28]([O:30][CH3:31])=[CH:29][C:23]=1[O:22][CH3:21])=[O:20])[C:2]1[CH:3]=[CH:4][CH:5]=[CH:6][CH:7]=1. (5) The product is: [Cl:36][C:24]1[CH:25]=[C:26]([N:28]2[C:33](=[O:34])[NH:32][C:31](=[O:35])[CH:30]=[N:29]2)[CH:27]=[C:2]([Cl:1])[C:3]=1[O:4][C:5]1[CH:6]=[CH:7][C:8]([OH:22])=[C:9]([NH:11][S:12]([C:15]2[CH:20]=[CH:19][C:18]([F:21])=[CH:17][CH:16]=2)(=[O:14])=[O:13])[CH:10]=1. Given the reactants [Cl:1][C:2]1[CH:27]=[C:26]([N:28]2[C:33](=[O:34])[NH:32][C:31](=[O:35])[CH:30]=[N:29]2)[CH:25]=[C:24]([Cl:36])[C:3]=1[O:4][C:5]1[CH:6]=[CH:7][C:8]([O:22]C)=[C:9]([NH:11][S:12]([C:15]2[CH:20]=[CH:19][C:18]([F:21])=[CH:17][CH:16]=2)(=[O:14])=[O:13])[CH:10]=1.B(Br)(Br)Br, predict the reaction product. (6) Given the reactants [CH3:1][C:2]1[CH:23]=[CH:22][CH:21]=[C:20]([CH3:24])[C:3]=1[CH2:4][NH:5][C:6]1[C:14]2[N:13]=[C:12]([CH3:15])[N:11]([CH3:16])[C:10]=2[CH:9]=[C:8]([C:17](O)=[O:18])[CH:7]=1.F[B-](F)(F)F.N1(OC(N(C)C)=[N+](C)C)C2C=CC=CC=2N=N1.[CH3:47][NH:48][CH2:49][CH2:50][OH:51], predict the reaction product. The product is: [CH3:24][C:20]1[CH:21]=[CH:22][CH:23]=[C:2]([CH3:1])[C:3]=1[CH2:4][NH:5][C:6]1[C:14]2[N:13]=[C:12]([CH3:15])[N:11]([CH3:16])[C:10]=2[CH:9]=[C:8]([C:17]([N:48]([CH2:49][CH2:50][OH:51])[CH3:47])=[O:18])[CH:7]=1. (7) Given the reactants [CH2:1]([C:5]1[CH:6]=[C:7]2[C:12](=[C:13]([O:15][CH:16]3[CH2:21][CH2:20][N:19]([CH2:22][CH2:23][N:24]4C(=O)C5C(=CC=CC=5)C4=O)[CH2:18][CH2:17]3)[CH:14]=1)[N:11]=[CH:10][CH:9]=[CH:8]2)[CH2:2][CH2:3][CH3:4].O.NN, predict the reaction product. The product is: [CH2:1]([C:5]1[CH:6]=[C:7]2[C:12](=[C:13]([O:15][CH:16]3[CH2:21][CH2:20][N:19]([CH2:22][CH2:23][NH2:24])[CH2:18][CH2:17]3)[CH:14]=1)[N:11]=[CH:10][CH:9]=[CH:8]2)[CH2:2][CH2:3][CH3:4]. (8) Given the reactants [Cl:1][C:2]1[N:7]=[N:6][C:5]([C:8](OC)=[O:9])=[CH:4][CH:3]=1.[H-].C([Al+]CC(C)C)C(C)C.O1CCCC1.Cl.C(=O)(O)[O-].[Na+], predict the reaction product. The product is: [Cl:1][C:2]1[N:7]=[N:6][C:5]([CH2:8][OH:9])=[CH:4][CH:3]=1. (9) The product is: [Cl:23][C:22]1[C:13]([NH:11][C:8]2[CH:9]=[N:10][C:5]([O:4][CH3:3])=[CH:6][CH:7]=2)=[N:14][C:15]2[C:20]([N:21]=1)=[CH:19][C:18]([C:24]#[N:25])=[CH:17][CH:16]=2. Given the reactants [H-].[Na+].[CH3:3][O:4][C:5]1[N:10]=[CH:9][C:8]([NH2:11])=[CH:7][CH:6]=1.Cl[C:13]1[C:22]([Cl:23])=[N:21][C:20]2[C:15](=[CH:16][CH:17]=[C:18]([C:24]#[N:25])[CH:19]=2)[N:14]=1, predict the reaction product.